Dataset: Full USPTO retrosynthesis dataset with 1.9M reactions from patents (1976-2016). Task: Predict the reactants needed to synthesize the given product. (1) Given the product [Cl:9][C:4]1[C:5]([NH2:8])=[N:6][CH:7]=[C:2]([C:12]2[CH:13]=[C:14]([S:17]([N:20]3[CH2:25][CH2:24][O:23][CH2:22][CH2:21]3)(=[O:19])=[O:18])[CH:15]=[CH:16][C:11]=2[CH3:10])[N:3]=1, predict the reactants needed to synthesize it. The reactants are: Br[C:2]1[N:3]=[C:4]([Cl:9])[C:5]([NH2:8])=[N:6][CH:7]=1.[CH3:10][C:11]1[CH:16]=[CH:15][C:14]([S:17]([N:20]2[CH2:25][CH2:24][O:23][CH2:22][CH2:21]2)(=[O:19])=[O:18])=[CH:13][C:12]=1B(O)O.C([O-])([O-])=O.[Na+].[Na+].CCCC(C)C. (2) The reactants are: [F:1][C:2]1[CH:3]=[C:4]([CH2:8][C:9]([OH:11])=[O:10])[CH:5]=[CH:6][CH:7]=1.C[Si]([N-][Si](C)(C)C)(C)C.[Na+].[Cl:22][CH2:23][CH2:24][CH2:25][CH2:26]I. Given the product [Cl:22][CH2:23][CH2:24][CH2:25][CH2:26][CH:8]([C:4]1[CH:5]=[CH:6][CH:7]=[C:2]([F:1])[CH:3]=1)[C:9]([OH:11])=[O:10], predict the reactants needed to synthesize it.